From a dataset of Reaction yield outcomes from USPTO patents with 853,638 reactions. Predict the reaction yield, written as a fraction of the theoretical maximum amount of product (1.0 means a 100% yield; for example, 0.34 means a 34% yield). (1) The catalyst is CO. The reactants are [Cl:1][C:2]1[CH:3]=[C:4]([NH:9][C:10]2[C:19]3[C:14](=[CH:15][C:16]([O:40][CH3:41])=[C:17]([O:20][CH2:21][CH2:22][CH2:23][N:24]4[CH2:29][CH2:28][CH:27]5[N:30](C(OC(C)(C)C)=O)[CH2:31][CH2:32][CH:26]5[CH2:25]4)[CH:18]=3)[N:13]=[CH:12][N:11]=2)[CH:5]=[CH:6][C:7]=1[F:8].C(Cl)Cl.Cl. The product is [Cl:1][C:2]1[CH:3]=[C:4]([NH:9][C:10]2[C:19]3[C:14](=[CH:15][C:16]([O:40][CH3:41])=[C:17]([O:20][CH2:21][CH2:22][CH2:23][N:24]4[CH2:29][CH2:28][CH:27]5[NH:30][CH2:31][CH2:32][CH:26]5[CH2:25]4)[CH:18]=3)[N:13]=[CH:12][N:11]=2)[CH:5]=[CH:6][C:7]=1[F:8]. The yield is 0.620. (2) The reactants are CO[C:3](=[O:24])[C:4]1[CH:9]=[CH:8][C:7]([O:10][CH2:11][C:12]2[C:13]([C:18]3[CH:23]=[CH:22][CH:21]=[CH:20][N:19]=3)=[N:14][O:15][C:16]=2[CH3:17])=[N:6][CH:5]=1.[NH:25]1[CH2:30][CH2:29][O:28][CH2:27][CH2:26]1. No catalyst specified. The product is [CH3:17][C:16]1[O:15][N:14]=[C:13]([C:18]2[CH:23]=[CH:22][CH:21]=[CH:20][N:19]=2)[C:12]=1[CH2:11][O:10][C:7]1[N:6]=[CH:5][C:4]([C:3]([N:25]2[CH2:30][CH2:29][O:28][CH2:27][CH2:26]2)=[O:24])=[CH:9][CH:8]=1. The yield is 0.790. (3) The reactants are [C:1]([C:4]1[S:5][C:6](Br)=[CH:7][CH:8]=1)(=O)C.[Br:10][C:11]1[S:15][C:14]([C:16]([CH2:18][C:19]#[N:20])=[O:17])=[CH:13][CH:12]=1.[CH2:21]([N:28]1CCC(=O)CC1)[C:22]1[CH:27]=[CH:26][CH:25]=[CH:24][CH:23]=1.N1CCOCC1.[S]. No catalyst specified. The product is [NH2:20][C:19]1[S:5][C:4]2[CH2:1][N:28]([CH2:21][C:22]3[CH:27]=[CH:26][CH:25]=[CH:24][CH:23]=3)[CH2:6][CH2:7][C:8]=2[C:18]=1[C:16]([C:14]1[S:15][C:11]([Br:10])=[CH:12][CH:13]=1)=[O:17]. The yield is 0.720. (4) The reactants are [NH2:1][CH:2]1[CH2:7][CH2:6][CH:5]([NH:8][C:9]2[N:17]=[C:16]3[C:12]([N:13]=[CH:14][N:15]3[CH:18]3[CH2:22][CH2:21][CH2:20][CH2:19]3)=[C:11]([NH:23][CH2:24][C:25]3[CH:30]=[CH:29][C:28](Br)=[CH:27][CH:26]=3)[N:10]=2)[CH2:4][CH2:3]1.Cl.[NH2:33][C:34]1[CH:39]=[CH:38][CH:37]=[CH:36][C:35]=1B(O)O.C1(P(C2C=CC=CC=2)C2C=CC=CC=2)C=CC=CC=1.C(=O)([O-])[O-].[Na+].[Na+]. The catalyst is C(COC)OC.O.C1C=CC(/C=C/C(/C=C/C2C=CC=CC=2)=O)=CC=1.C1C=CC(/C=C/C(/C=C/C2C=CC=CC=2)=O)=CC=1.[Pd]. The product is [NH2:33][C:34]1[CH:39]=[CH:38][CH:37]=[CH:36][C:35]=1[C:28]1[CH:29]=[CH:30][C:25]([CH2:24][NH:23][C:11]2[N:10]=[C:9]([NH:8][CH:5]3[CH2:6][CH2:7][CH:2]([NH2:1])[CH2:3][CH2:4]3)[N:17]=[C:16]3[C:12]=2[N:13]=[CH:14][N:15]3[CH:18]2[CH2:22][CH2:21][CH2:20][CH2:19]2)=[CH:26][CH:27]=1. The yield is 0.850. (5) The reactants are [CH2:1]([NH:6][C:7](=[O:9])[CH3:8])[CH2:2][CH2:3][CH2:4][CH3:5].[H-].[Na+].Br[CH2:13][CH:14]1[CH2:16][CH2:15]1. The catalyst is COCCOC. The yield is 0.840. The product is [CH:14]1([CH2:13][N:6]([CH2:1][CH2:2][CH2:3][CH2:4][CH3:5])[C:7](=[O:9])[CH3:8])[CH2:16][CH2:15]1. (6) The catalyst is CN(C=O)C.CN(C)C(=N)N(C)C. The reactants are [CH3:1][O:2][C:3]1[CH:12]=[CH:11][C:10]2[C:5](=[C:6]([C:13](=[CH2:18])[C:14]([O:16][CH3:17])=[O:15])[CH:7]=[CH:8][CH:9]=2)[N:4]=1.[NH:19]1[CH2:24][CH2:23][CH:22]([NH:25][C:26](=[O:32])[O:27][C:28]([CH3:31])([CH3:30])[CH3:29])[CH2:21][CH2:20]1. The product is [CH3:31][C:28]([O:27][C:26]([NH:25][CH:22]1[CH2:21][CH2:20][N:19]([CH2:18][CH:13]([C:6]2[CH:7]=[CH:8][CH:9]=[C:10]3[C:5]=2[N:4]=[C:3]([O:2][CH3:1])[CH:12]=[CH:11]3)[C:14]([O:16][CH3:17])=[O:15])[CH2:24][CH2:23]1)=[O:32])([CH3:29])[CH3:30]. The yield is 0.790. (7) The reactants are [Cl:1][C:2]1[CH:7]=[CH:6][CH:5]=[CH:4][C:3]=1[C:8]1[C:12]2[CH:13]=[C:14]([C:17]([NH:19][NH2:20])=[O:18])[CH:15]=[CH:16][C:11]=2[O:10][CH:9]=1.C(N(CC)CC)C.[C:28](=[S:30])=S.IC.[C:33](=O)([O-])[O-].[K+].[K+]. The catalyst is C(O)C.C(OCC)(=O)C.CN(C)C=O. The product is [Cl:1][C:2]1[CH:7]=[CH:6][CH:5]=[CH:4][C:3]=1[C:8]1[C:12]2[CH:13]=[C:14]([C:17]3[O:18][C:33]([S:30][CH3:28])=[N:20][N:19]=3)[CH:15]=[CH:16][C:11]=2[O:10][CH:9]=1. The yield is 0.730. (8) The reactants are [C:1]([C:4]1[C:22](=[O:23])[C@@:8]2([CH3:24])[C:9]3[C:15]([OH:16])=[CH:14][C:13]([O:17][CH3:18])=[C:12]([C:19]([NH2:21])=[O:20])[C:10]=3[O:11][C:7]2=[CH:6][C:5]=1[OH:25])(=[O:3])[CH3:2].[CH:26]([O:29][C:30]1[CH:39]=[CH:38][C:37]2[C:32](=[CH:33][CH:34]=[CH:35][CH:36]=2)[C:31]=1[CH:40]=O)([CH3:28])[CH3:27].C([SiH](CC)CC)C.FC(F)(F)C(O)=O. The catalyst is C(#N)C. The product is [C:1]([C:4]1[C:22](=[O:23])[C@@:8]2([CH3:24])[C:9]3[C:15]([OH:16])=[CH:14][C:13]([O:17][CH3:18])=[C:12]([C:19]([NH:21][CH2:40][C:31]4[C:32]5[C:37](=[CH:36][CH:35]=[CH:34][CH:33]=5)[CH:38]=[CH:39][C:30]=4[O:29][CH:26]([CH3:28])[CH3:27])=[O:20])[C:10]=3[O:11][C:7]2=[CH:6][C:5]=1[OH:25])(=[O:3])[CH3:2]. The yield is 0.750. (9) The reactants are [N:1]1[CH:6]=[CH:5][CH:4]=[CH:3][C:2]=1[O:7][CH2:8][C:9]1[CH:14]=[CH:13][C:12]([CH2:15]O)=[CH:11][CH:10]=1.C1(P(C2C=CC=CC=2)C2C=CC=CC=2)C=CC=CC=1.C(Cl)(Cl)(Cl)[Cl:37]. No catalyst specified. The product is [Cl:37][CH2:15][C:12]1[CH:13]=[CH:14][C:9]([CH2:8][O:7][C:2]2[CH:3]=[CH:4][CH:5]=[CH:6][N:1]=2)=[CH:10][CH:11]=1. The yield is 0.511.